This data is from Experimentally validated miRNA-target interactions with 360,000+ pairs, plus equal number of negative samples. The task is: Binary Classification. Given a miRNA mature sequence and a target amino acid sequence, predict their likelihood of interaction. (1) The miRNA is hsa-let-7g-5p with sequence UGAGGUAGUAGUUUGUACAGUU. The protein sequence of the target gene is MMAAKVVPMPPKPKQSFILRVPPDSKLGQDLLRDATNGPKTIHQLVLEHFLTFLPKPSLVQPSQKVKETLVIMKDVSSSLQNRVHPRPLVKLLPKGVQKEQETVSLYLKANPEELVVFEDLNVFHCQEECVSLDPTQQLTSEKEDDSSVGEMMLLAVNGSNPEGEDPEREPVENEDYREKSSDDDEMDSSLVSQQPPDNQEKERLNTSIPQKRKMRNLLVTIENDTPLEELSKYVDISIIALTRNRRTRRWYTCPLCGKQFNESSYLISHQRTHTGEKPYDCNHCGKSFNHKTNLNKHER.... Result: 1 (interaction). (2) The miRNA is hsa-miR-6070 with sequence CCGGUUCCAGUCCCUGGAG. The protein sequence of the target gene is MDPGKDKEGVPQPSGPPARKKFVIPLDEDEVPPGVAKPLFRSTQSLPTVDTSAQAAPQTYAEYAISQPLEGAGATCPTGSEPLAGETPNQALKPGAKSNSIIVSPRQRGNPVLKFVRNVPWEFGDVIPDYVLGQSTCALFLSLRYHNLHPDYIHGRLQSLGKNFALRVLLVQVDVKDPQQALKELAKMCILADCTLILAWSPEEAGRYLETYKAYEQKPADLLMEKLEQDFVSRVTECLTTVKSVNKTDSQTLLTTFGSLEQLIAASREDLALCPGLGPQKARRLFDVLHEPFLKVP. Result: 1 (interaction). (3) The miRNA is hsa-miR-3144-5p with sequence AGGGGACCAAAGAGAUAUAUAG. The protein sequence of the target gene is MVSRCSCLGVQCLLLSLLLLAAWEVGSGQLHYSVYEEARHGTFVGRIAQDLGLELAELVQRLFRVASKRHGDLLEVNLQNGILFVNSRIDREELCGRSVECSIHLEVIVDRPLQVFHVDVEVKDINDNPPRFSVTEQKLSIPESRLLDSRFPLEGASDADVGENALLTYKLSPNEYFVLDIINKKDKDKFPVLVLRKLLDREENPQLKLLLTATDGGKPEFTGSVSLLILVLDANDNAPIFDRPVYEVKMYENQVNQTLVIRLNASDSDEGINKEMMYSFSSLVPPTIRRKFWINERTGE.... Result: 0 (no interaction).